This data is from Forward reaction prediction with 1.9M reactions from USPTO patents (1976-2016). The task is: Predict the product of the given reaction. (1) The product is: [C:17]([C:19]1[CH:20]=[C:21]([C@H:26]2[CH2:30][C@H:29]([F:31])[CH2:28][N:27]2[C:32]2[CH:37]=[CH:36][N:35]3[N:38]=[CH:39][C:40]([C:41]([NH2:43])=[O:42])=[C:34]3[CH:33]=2)[CH:22]=[C:23]([F:25])[CH:24]=1)#[N:18]. Given the reactants S(O)(C(F)(F)F)(=O)=O.C1(OC)C=CC=CC=1.[C:17]([C:19]1[CH:20]=[C:21]([C@H:26]2[CH2:30][C@H:29]([F:31])[CH2:28][N:27]2[C:32]2[CH:37]=[CH:36][N:35]3[N:38]=[CH:39][C:40]([C:41]([N:43](CC4C=CC(OC)=CC=4)CC4C=CC(OC)=CC=4)=[O:42])=[C:34]3[CH:33]=2)[CH:22]=[C:23]([F:25])[CH:24]=1)#[N:18], predict the reaction product. (2) Given the reactants C([N:8]1[CH2:12][CH2:11][C@@H:10]([N:13]([CH3:28])[C:14]([C:16]2[NH:17][C:18]3[C:23]([C:24]=2[CH3:25])=[C:22]([CH3:26])[CH:21]=[CH:20][C:19]=3[CH3:27])=[O:15])[CH2:9]1)C1C=CC=CC=1, predict the reaction product. The product is: [CH3:28][N:13]([C@@H:10]1[CH2:11][CH2:12][NH:8][CH2:9]1)[C:14]([C:16]1[NH:17][C:18]2[C:23]([C:24]=1[CH3:25])=[C:22]([CH3:26])[CH:21]=[CH:20][C:19]=2[CH3:27])=[O:15]. (3) Given the reactants [CH3:1][C:2]1([CH3:20])[CH:6](C(OC)=O)[C:5](=[O:11])[C:4](=[O:12])[N:3]1[CH2:13][C:14]1[CH:19]=[CH:18][CH:17]=[CH:16][CH:15]=1, predict the reaction product. The product is: [CH3:1][C:2]1([CH3:20])[N:3]([CH2:13][C:14]2[CH:15]=[CH:16][CH:17]=[CH:18][CH:19]=2)[C:4](=[O:12])[C:5](=[O:11])[CH2:6]1. (4) Given the reactants [Cl-].[Al+3].[Cl-].[Cl-].[N-:5]=[N+:6]=[N-:7].[Na+].[N:9]([C:12]1[CH:17]=[CH:16][CH:15]=[CH:14][C:13]=1[CH3:18])=[C:10]=[O:11].N([O-])=O.[Na+].Cl, predict the reaction product. The product is: [CH3:18][C:13]1[CH:14]=[CH:15][CH:16]=[CH:17][C:12]=1[N:9]1[C:10](=[O:11])[NH:7][N:6]=[N:5]1. (5) The product is: [NH:12]1[C:13]2[C:9](=[C:8]([C:6]3[N:5]=[C:4]4[N:17]([CH3:20])[N:18]=[CH:19][C:3]4=[C:2]([O:31][C:28]4[CH:27]=[CH:26][C:25]([S:22]([CH3:21])(=[O:24])=[O:23])=[CH:30][CH:29]=4)[CH:7]=3)[CH:16]=[CH:15][CH:14]=2)[CH:10]=[N:11]1. Given the reactants Cl[C:2]1[CH:7]=[C:6]([C:8]2[CH:16]=[CH:15][CH:14]=[C:13]3[C:9]=2[CH:10]=[N:11][NH:12]3)[N:5]=[C:4]2[N:17]([CH3:20])[N:18]=[CH:19][C:3]=12.[CH3:21][S:22]([C:25]1[CH:30]=[CH:29][C:28]([OH:31])=[CH:27][CH:26]=1)(=[O:24])=[O:23].C(=O)([O-])[O-].[K+].[K+], predict the reaction product. (6) The product is: [NH2:1][C:2]1[N:7]=[C:6]([N:8]2[C:12]3[CH:13]=[C:14]([C:30]#[C:29][C:27]([CH3:28])([OH:31])[CH3:26])[C:15]([F:18])=[CH:16][C:11]=3[N:10]=[CH:9]2)[CH:5]=[CH:4][N:3]=1. Given the reactants [NH2:1][C:2]1[N:7]=[C:6]([N:8]2[C:12]3[C:13](N)=[CH:14][C:15]([F:18])=[C:16](Br)[C:11]=3[N:10]=[CH:9]2)[CH:5]=[CH:4][N:3]=1.N1CCCCC1.[CH3:26][C:27]([OH:31])([C:29]#[CH:30])[CH3:28], predict the reaction product. (7) Given the reactants [CH2:1]([OH:4])[C:2]#[CH:3].[Si:5](Cl)([C:18]([CH3:21])([CH3:20])[CH3:19])([C:12]1[CH:17]=[CH:16][CH:15]=[CH:14][CH:13]=1)[C:6]1[CH:11]=[CH:10][CH:9]=[CH:8][CH:7]=1.N1C=CN=C1, predict the reaction product. The product is: [C:18]([Si:5]([C:12]1[CH:17]=[CH:16][CH:15]=[CH:14][CH:13]=1)([C:6]1[CH:7]=[CH:8][CH:9]=[CH:10][CH:11]=1)[O:4][CH2:1][C:2]#[CH:3])([CH3:21])([CH3:19])[CH3:20]. (8) Given the reactants C(B(CC)[C:4]1[CH:5]=[N:6][CH:7]=[CH:8][CH:9]=1)C.[CH3:12][O:13][C:14](=[O:22])[C:15]1[CH:20]=[CH:19][CH:18]=[C:17](I)[CH:16]=1.P([O-])([O-])([O-])=O.[K+].[K+].[K+], predict the reaction product. The product is: [CH3:12][O:13][C:14](=[O:22])[C:15]1[CH:20]=[CH:19][CH:18]=[C:17]([C:4]2[CH:5]=[N:6][CH:7]=[CH:8][CH:9]=2)[CH:16]=1. (9) The product is: [N:40]1([C:38]([CH:35]2[CH2:36][CH2:37][N:32]([CH:30]3[CH2:29][N:28]([CH2:12][CH2:11][C@@H:10]([C:14]4[CH:15]=[CH:16][C:17]([F:20])=[CH:18][CH:19]=4)[CH2:9][N:7]([CH3:8])[C:5](=[O:6])[C:4]4[CH:21]=[C:22]([C:24]([F:26])([F:27])[F:25])[CH:23]=[C:2]([Br:1])[CH:3]=4)[CH2:31]3)[CH2:33][CH2:34]2)=[O:39])[CH2:41][CH2:42][CH2:43]1. Given the reactants [Br:1][C:2]1[CH:3]=[C:4]([CH:21]=[C:22]([C:24]([F:27])([F:26])[F:25])[CH:23]=1)[C:5]([N:7]([CH2:9][C@H:10]([C:14]1[CH:19]=[CH:18][C:17]([F:20])=[CH:16][CH:15]=1)[CH2:11][CH:12]=O)[CH3:8])=[O:6].[NH:28]1[CH2:31][CH:30]([N:32]2[CH2:37][CH2:36][CH:35]([C:38]([N:40]3[CH2:43][CH2:42][CH2:41]3)=[O:39])[CH2:34][CH2:33]2)[CH2:29]1.CCN(C(C)C)C(C)C.C(O[BH-](OC(=O)C)OC(=O)C)(=O)C.[Na+], predict the reaction product. (10) The product is: [I:1][C:2]1[CH:3]=[C:4]2[C:8](=[CH:9][CH:10]=1)[N:7]([CH:16]1[CH2:12][CH2:13][N:14]([C:17]([O:19][C:20]([CH3:23])([CH3:22])[CH3:21])=[O:18])[CH2:15]1)[CH2:6][CH2:5]2. Given the reactants [I:1][C:2]1[CH:3]=[C:4]2[C:8](=[CH:9][CH:10]=1)[NH:7][CH:6]=[CH:5]2.O=[C:12]1[CH2:16][CH2:15][N:14]([C:17]([O:19][C:20]([CH3:23])([CH3:22])[CH3:21])=[O:18])[CH2:13]1, predict the reaction product.